From a dataset of Forward reaction prediction with 1.9M reactions from USPTO patents (1976-2016). Predict the product of the given reaction. (1) The product is: [CH2:1]([O:8][C:9]1[CH:14]=[CH:13][CH:12]=[C:11]([CH3:15])[C:10]=1[NH2:16])[C:2]1[CH:3]=[CH:4][CH:5]=[CH:6][CH:7]=1. Given the reactants [CH2:1]([O:8][C:9]1[CH:14]=[CH:13][CH:12]=[C:11]([CH3:15])[C:10]=1[N+:16]([O-])=O)[C:2]1[CH:7]=[CH:6][CH:5]=[CH:4][CH:3]=1.Cl[Sn]Cl, predict the reaction product. (2) Given the reactants [C:1]([C:5]1[N:9]=[C:8]([C@@H:10]2[C@@H:14]3[O:15][C:16]([CH3:19])([CH3:18])[O:17][C@H:13]3[C@H:12]([N:20]3[CH:28]=[N:27][C:26]4[C:21]3=[N:22][CH:23]=[N:24][C:25]=4ON3C4C=CC=CC=4N=N3)[O:11]2)[O:7][N:6]=1)([CH3:4])([CH3:3])[CH3:2].C(N(C(C)C)CC)(C)C.[CH2:48]([NH2:52])[CH:49]([CH3:51])[CH3:50], predict the reaction product. The product is: [C:1]([C:5]1[N:9]=[C:8]([C@@H:10]2[C@@H:14]3[O:15][C:16]([CH3:18])([CH3:19])[O:17][C@H:13]3[C@H:12]([N:20]3[CH:28]=[N:27][C:26]4[C:21]3=[N:22][CH:23]=[N:24][C:25]=4[NH:52][CH2:48][CH:49]([CH3:51])[CH3:50])[O:11]2)[O:7][N:6]=1)([CH3:4])([CH3:2])[CH3:3].